The task is: Predict which catalyst facilitates the given reaction.. This data is from Catalyst prediction with 721,799 reactions and 888 catalyst types from USPTO. (1) Reactant: [Cl:1][C:2]1[C:10]2[N:9]=[C:8]([N:11]([C:19]3[CH:20]=[N:21][C:22]([N:26]([CH3:28])[CH3:27])=[CH:23][C:24]=3[CH3:25])C(=O)OC(C)(C)C)[N:7]([CH2:29][CH:30]=C)[C:6]=2[C:5]([CH:32]([CH2:35][CH3:36])[CH2:33][CH3:34])=[CH:4][CH:3]=1.B.[O:38]1CCC[CH2:39]1.O.O.O.O.B(O[O-])([O-])[O-].[Na+].[Na+].[Na+]. Product: [Cl:1][C:2]1[C:10]2[N:9]=[C:8]([NH:11][C:19]3[CH:20]=[N:21][C:22]([N:26]([CH3:28])[CH3:27])=[CH:23][C:24]=3[CH3:25])[N:7]([CH2:29][CH2:30][CH2:39][OH:38])[C:6]=2[C:5]([CH:32]([CH2:35][CH3:36])[CH2:33][CH3:34])=[CH:4][CH:3]=1. The catalyst class is: 30. (2) Reactant: [Br:1][C:2]1[CH:10]=[CH:9][C:5]([C:6]([OH:8])=O)=[CH:4][C:3]=1[CH3:11].S(Cl)(Cl)=O.[CH:16]1[CH:21]=[CH:20][CH:19]=[CH:18][CH:17]=1.[Cl-].[Cl-].[Cl-].[Al+3].Cl. Product: [Br:1][C:2]1[CH:10]=[CH:9][C:5]([C:6]([C:16]2[CH:21]=[CH:20][CH:19]=[CH:18][CH:17]=2)=[O:8])=[CH:4][C:3]=1[CH3:11]. The catalyst class is: 3. (3) Reactant: [CH3:1][N:2]1[C:10]2[C:5](=[CH:6][CH:7]=[CH:8][CH:9]=2)[CH:4]=[C:3]1[C:11]1[CH:12]=[C:13]([NH:17][S:18]([CH2:21][CH3:22])(=[O:20])=[O:19])[CH:14]=[N:15][CH:16]=1.[H-].[Na+].Cl[CH2:26][CH2:27][O:28][Si](C)(C)C.Cl. Product: [OH:28][CH2:27][CH2:26][N:17]([C:13]1[CH:14]=[N:15][CH:16]=[C:11]([C:3]2[N:2]([CH3:1])[C:10]3[C:5]([CH:4]=2)=[CH:6][CH:7]=[CH:8][CH:9]=3)[CH:12]=1)[S:18]([CH2:21][CH3:22])(=[O:20])=[O:19]. The catalyst class is: 3. (4) Reactant: [Cl:1][C:2]1[CH:10]=[C:9]2[C:5]([C:6]([C:12]3[N:17]=[C:16]4[C:18]([C:29]([NH:31][C:32]([CH3:36])([CH3:35])[CH2:33][OH:34])=[O:30])=[CH:19][N:20](COCC[Si](C)(C)C)[C:15]4=[N:14][CH:13]=3)=[N:7][N:8]2[CH3:11])=[CH:4][CH:3]=1.FC(F)(F)C(O)=O.C(N)CN. Product: [OH:34][CH2:33][C:32]([NH:31][C:29]([C:18]1[C:16]2[C:15](=[N:14][CH:13]=[C:12]([C:6]3[C:5]4[C:9](=[CH:10][C:2]([Cl:1])=[CH:3][CH:4]=4)[N:8]([CH3:11])[N:7]=3)[N:17]=2)[NH:20][CH:19]=1)=[O:30])([CH3:36])[CH3:35]. The catalyst class is: 4. (5) Reactant: [F:1][C:2]1[CH:7]=[CH:6][C:5]([C:8]([C:10]2[N:19]=[C:18]([NH:20][C:21]3[CH:25]=[C:24]([CH3:26])[NH:23][N:22]=3)[C:17]3[C:12](=[CH:13][CH:14]=[CH:15][CH:16]=3)[N:11]=2)=[O:9])=[CH:4][CH:3]=1.[ClH:27].O1CCOCC1. Product: [ClH:27].[F:1][C:2]1[CH:7]=[CH:6][C:5]([CH:8]([C:10]2[N:19]=[C:18]([NH:20][C:21]3[CH:25]=[C:24]([CH3:26])[NH:23][N:22]=3)[C:17]3[C:12](=[CH:13][CH:14]=[CH:15][CH:16]=3)[N:11]=2)[OH:9])=[CH:4][CH:3]=1. The catalyst class is: 100. (6) Product: [F:1][C:2]1[CH:7]=[C:6]([F:8])[CH:5]=[CH:4][C:3]=1[CH2:9][C:10](=[O:12])[CH2:13][C:14]([O:15][CH2:16][CH:18]=[CH2:19])=[O:21]. Reactant: [F:1][C:2]1[CH:7]=[C:6]([F:8])[CH:5]=[CH:4][C:3]=1[CH2:9][C:10]([OH:12])=O.[CH3:13][C:14]1(C)[O:21][C:19](=O)[CH2:18][C:16](=O)[O:15]1.C1CCC(N=C=NC2CCCCC2)CC1.C(O)C=C. The catalyst class is: 79. (7) Reactant: [CH3:1][CH:2]1[C:7]2([C:15]3[C:10](=[CH:11][CH:12]=[CH:13][CH:14]=3)[NH:9][CH2:8]2)[CH2:6][CH2:5][N:4](CC2C=CC=CC=2)[CH2:3]1.[H][H]. Product: [CH3:1][CH:2]1[C:7]2([C:15]3[C:10](=[CH:11][CH:12]=[CH:13][CH:14]=3)[NH:9][CH2:8]2)[CH2:6][CH2:5][NH:4][CH2:3]1. The catalyst class is: 331.